Dataset: Full USPTO retrosynthesis dataset with 1.9M reactions from patents (1976-2016). Task: Predict the reactants needed to synthesize the given product. (1) The reactants are: Br[CH2:2][CH2:3][O:4][C:5]1[CH:10]=[CH:9][C:8]([C:11]2[CH:16]=[CH:15][CH:14]=[CH:13][CH:12]=2)=[CH:7][CH:6]=1.C([O:19][C:20](=[O:34])[C@@H:21]([O:30][CH2:31][CH2:32][CH3:33])[CH2:22][C:23]1[CH:28]=[CH:27][C:26]([OH:29])=[CH:25][CH:24]=1)C.C1(C2C=CC=CC=2)C=CC(OCCOC2C=CC(C[C@H](OC)C(O)=O)=CC=2)=CC=1. Given the product [C:8]1([C:11]2[CH:16]=[CH:15][CH:14]=[CH:13][CH:12]=2)[CH:9]=[CH:10][C:5]([O:4][CH2:3][CH2:2][O:29][C:26]2[CH:25]=[CH:24][C:23]([CH2:22][C@H:21]([O:30][CH2:31][CH2:32][CH3:33])[C:20]([OH:34])=[O:19])=[CH:28][CH:27]=2)=[CH:6][CH:7]=1, predict the reactants needed to synthesize it. (2) The reactants are: Cl[C:2]1[N:3]=[C:4]([N:11]2[CH2:16][CH2:15][O:14][CH2:13][C@@H:12]2[CH3:17])[C:5]2[CH:10]=[CH:9][S:8][C:6]=2[N:7]=1.CC1(C)C(C)(C)OB([C:26]2[CH:31]=[CH:30][N:29]=[C:28]([NH2:32])[N:27]=2)O1. Given the product [CH3:17][C@@H:12]1[N:11]([C:4]2[C:5]3[CH:10]=[CH:9][S:8][C:6]=3[N:7]=[C:2]([C:31]3[CH:26]=[N:27][C:28]([NH2:32])=[N:29][CH:30]=3)[N:3]=2)[CH2:16][CH2:15][O:14][CH2:13]1, predict the reactants needed to synthesize it. (3) Given the product [CH2:1]([O:3][C:4]([C:6]1[NH:7][C:8]2[C:13]([CH:14]=1)=[CH:12][C:11]([O:15][CH2:16][C:17]([OH:19])=[O:18])=[CH:10][CH:9]=2)=[O:5])[CH3:2], predict the reactants needed to synthesize it. The reactants are: [CH2:1]([O:3][C:4]([C:6]1[NH:7][C:8]2[C:13]([CH:14]=1)=[CH:12][C:11]([O:15][CH2:16][C:17]([O:19]C(C)(C)C)=[O:18])=[CH:10][CH:9]=2)=[O:5])[CH3:2].FC(F)(F)C(O)=O.